This data is from Reaction yield outcomes from USPTO patents with 853,638 reactions. The task is: Predict the reaction yield, written as a fraction of the theoretical maximum amount of product (1.0 means a 100% yield; for example, 0.34 means a 34% yield). (1) The reactants are [I:1][C:2]1[N:3]=[CH:4][N:5]([CH2:8][O:9][CH2:10][CH2:11][Si:12]([CH3:15])([CH3:14])[CH3:13])[C:6]=1I.C([Li])CCC.CN([CH:24]=[O:25])C.[NH4+].[Cl-]. The catalyst is C1COCC1. The product is [I:1][C:2]1[N:3]=[C:4]([CH:24]=[O:25])[N:5]([CH2:8][O:9][CH2:10][CH2:11][Si:12]([CH3:15])([CH3:14])[CH3:13])[CH:6]=1. The yield is 0.750. (2) The reactants are [N:1]1[CH:6]=[CH:5][C:4]([CH3:7])=[CH:3][CH:2]=1.C([N-][CH:12]([CH3:14])[CH3:13])(C)C.[Li+].C1(Br)CC1.[Cl-].[NH4+]. The catalyst is O1CCCC1. The product is [CH:12]1([CH2:7][C:4]2[CH:5]=[CH:6][N:1]=[CH:2][CH:3]=2)[CH2:14][CH2:13]1. The yield is 0.660. (3) The product is [Br:19][C:20]1[CH:21]=[C:22]([NH:4][C:3]([C:5]2[C:9]([NH:10][CH2:11][CH2:12][CH2:13][NH:14][S:15]([CH3:18])(=[O:17])=[O:16])=[N:8][O:7][N:6]=2)=[N:2][OH:1])[CH:24]=[CH:25][C:26]=1[F:27]. No catalyst specified. The reactants are [OH:1][N:2]=[C:3]([C:5]1[C:9]([NH:10][CH2:11][CH2:12][CH2:13][NH:14][S:15]([CH3:18])(=[O:17])=[O:16])=[N:8][O:7][N:6]=1)[NH2:4].[Br:19][C:20]1[CH:21]=[C:22]([CH:24]=[CH:25][C:26]=1[F:27])N. The yield is 0.120. (4) The reactants are [F:1][C:2]1[CH:19]=[CH:18][C:5]([CH2:6][N:7]2[CH:12]=[CH:11][CH:10]=[C:9]([C:13]([O:15]C)=[O:14])[C:8]2=[O:17])=[CH:4][CH:3]=1.[OH-].[Na+]. The catalyst is CO. The product is [F:1][C:2]1[CH:3]=[CH:4][C:5]([CH2:6][N:7]2[CH:12]=[CH:11][CH:10]=[C:9]([C:13]([OH:15])=[O:14])[C:8]2=[O:17])=[CH:18][CH:19]=1. The yield is 0.700. (5) The reactants are [F:1][C:2]1[CH:7]=[CH:6][C:5]([C:8]2[CH:12]=[CH:11][NH:10][N:9]=2)=[CH:4][CH:3]=1.[Br:13]Br. The catalyst is C(O)(=O)C. The product is [Br:13][C:12]1[C:8]([C:5]2[CH:4]=[CH:3][C:2]([F:1])=[CH:7][CH:6]=2)=[N:9][NH:10][CH:11]=1. The yield is 0.980.